From a dataset of Full USPTO retrosynthesis dataset with 1.9M reactions from patents (1976-2016). Predict the reactants needed to synthesize the given product. Given the product [Cl:1][C:2]1[CH:3]=[CH:4][C:5]([C:8]2[N:9]=[C:10]([CH3:16])[S:11][C:12]=2[C:13]([NH:53][C:50]2[CH:49]=[CH:48][C:47]([CH2:46][C:41]3[CH:42]=[CH:43][CH:44]=[CH:45][N:40]=3)=[CH:52][CH:51]=2)=[O:15])=[CH:6][CH:7]=1, predict the reactants needed to synthesize it. The reactants are: [Cl:1][C:2]1[CH:7]=[CH:6][C:5]([C:8]2[N:9]=[C:10]([CH3:16])[S:11][C:12]=2[C:13]([OH:15])=O)=[CH:4][CH:3]=1.O.ON1C2C=CC=CC=2N=N1.Cl.CN(C)CCCN=C=NCC.[N:40]1[CH:45]=[CH:44][CH:43]=[CH:42][C:41]=1[CH2:46][C:47]1[CH:52]=[CH:51][C:50]([NH2:53])=[CH:49][CH:48]=1.